Task: Regression. Given a peptide amino acid sequence and an MHC pseudo amino acid sequence, predict their binding affinity value. This is MHC class I binding data.. Dataset: Peptide-MHC class I binding affinity with 185,985 pairs from IEDB/IMGT (1) The peptide sequence is NPVPVGNIY. The MHC is HLA-B27:05 with pseudo-sequence HLA-B27:05. The binding affinity (normalized) is 0.0847. (2) The peptide sequence is YLMLLFAAM. The MHC is HLA-B08:01 with pseudo-sequence HLA-B08:01. The binding affinity (normalized) is 0.544.